From a dataset of Peptide-MHC class I binding affinity with 185,985 pairs from IEDB/IMGT. Regression. Given a peptide amino acid sequence and an MHC pseudo amino acid sequence, predict their binding affinity value. This is MHC class I binding data. The peptide sequence is DLRPYGLIK. The MHC is HLA-A01:01 with pseudo-sequence HLA-A01:01. The binding affinity (normalized) is 0.0847.